From a dataset of Reaction yield outcomes from USPTO patents with 853,638 reactions. Predict the reaction yield, written as a fraction of the theoretical maximum amount of product (1.0 means a 100% yield; for example, 0.34 means a 34% yield). (1) The reactants are Br[CH:2]([CH3:20])[C:3]([O:5][C:6]([CH3:19])([CH2:8][CH2:9][CH2:10][CH2:11][CH2:12][CH2:13][CH2:14][CH2:15][CH2:16][CH2:17][CH3:18])[CH3:7])=[O:4].C(=O)(O)[O-].[Na+].[CH3:26][NH:27][CH3:28]. The catalyst is C(#N)C. The product is [CH3:26][N:27]([CH3:28])[CH:2]([CH3:20])[C:3]([O:5][C:6]([CH3:19])([CH2:8][CH2:9][CH2:10][CH2:11][CH2:12][CH2:13][CH2:14][CH2:15][CH2:16][CH2:17][CH3:18])[CH3:7])=[O:4]. The yield is 0.830. (2) The reactants are [F:1][C:2]1[CH:20]=[CH:19][C:5]([CH2:6][NH:7][CH2:8][C:9]2[N:14]=[C:13]([C:15]([O:17][CH3:18])=[O:16])[CH:12]=[CH:11][CH:10]=2)=[CH:4][CH:3]=1.[Cl:21][C:22]1[C:23]([OH:33])=[C:24]([S:29](Cl)(=[O:31])=[O:30])[CH:25]=[C:26]([Cl:28])[CH:27]=1. The product is [Cl:21][C:22]1[C:23]([OH:33])=[C:24]([S:29]([N:7]([CH2:8][C:9]2[N:14]=[C:13]([C:15]([O:17][CH3:18])=[O:16])[CH:12]=[CH:11][CH:10]=2)[CH2:6][C:5]2[CH:4]=[CH:3][C:2]([F:1])=[CH:20][CH:19]=2)(=[O:31])=[O:30])[CH:25]=[C:26]([Cl:28])[CH:27]=1. The yield is 0.740. The catalyst is C1COCC1. (3) The reactants are [Cl:1][C:2]1[N:7]=[C:6](Cl)[C:5]([F:9])=[CH:4][N:3]=1.[CH2:10]([O:14][C:15]1[CH:21]=[CH:20][C:18]([NH2:19])=[CH:17][CH:16]=1)[CH2:11][CH2:12][CH3:13].Cl.[OH-].[Na+]. The catalyst is CC(C)=O.O. The product is [Cl:1][C:2]1[N:7]=[C:6]([NH:19][C:18]2[CH:17]=[CH:16][C:15]([O:14][CH2:10][CH2:11][CH2:12][CH3:13])=[CH:21][CH:20]=2)[C:5]([F:9])=[CH:4][N:3]=1. The yield is 0.800.